This data is from Full USPTO retrosynthesis dataset with 1.9M reactions from patents (1976-2016). The task is: Predict the reactants needed to synthesize the given product. (1) Given the product [CH3:13][C:4]1[C:5]([C:6]([O:8][CH3:9])=[O:7])=[CH:10][C:11]2[N:12]=[N:14][NH:1][C:2]=2[CH:3]=1, predict the reactants needed to synthesize it. The reactants are: [NH2:1][C:2]1[C:11]([NH2:12])=[CH:10][C:5]([C:6]([O:8][CH3:9])=[O:7])=[C:4]([CH3:13])[CH:3]=1.[N:14]([O-])=O.[Na+]. (2) Given the product [F:28][C:27]([F:30])([F:29])[C:25]([O-:31])=[O:26].[C:64](=[O:63])([O-:65])[NH2:66], predict the reactants needed to synthesize it. The reactants are: CN(C(ON1N=NC2C=CC=NC1=2)=[N+](C)C)C.F[P-](F)(F)(F)(F)F.[C:25]([OH:31])([C:27]([F:30])([F:29])[F:28])=[O:26].N1CCC[C@H]1C1NC(C2SC(C3SC(C4NC([C@@H]5CCCN5)=NC=4)=NC=3)=CN=2)=CN=1.C[O:63][C:64]([NH:66][C@H](C(C)C)C(O)=O)=[O:65].CCN(C(C)C)C(C)C.